Task: Predict the reactants needed to synthesize the given product.. Dataset: Full USPTO retrosynthesis dataset with 1.9M reactions from patents (1976-2016) Given the product [NH:2]=[C:1]([C:3]1[CH:8]=[CH:7][CH:6]=[C:5]([NH:9][C:10]([NH:11][C:12]2[CH:17]=[CH:16][C:15]([S:18](=[O:20])(=[O:19])[NH:21][CH2:22][C:23]3[CH:28]=[CH:27][C:26]([S:29](=[O:32])(=[O:31])[NH2:30])=[CH:25][CH:24]=3)=[CH:14][CH:13]=2)=[O:33])[CH:4]=1)[N:34]1[CH2:39][CH2:38][CH:37]([C:40]([NH2:42])=[O:41])[CH2:36][CH2:35]1, predict the reactants needed to synthesize it. The reactants are: [C:1]([C:3]1[CH:4]=[C:5]([NH:9][C:10](=[O:33])[NH:11][C:12]2[CH:17]=[CH:16][C:15]([S:18]([NH:21][CH2:22][C:23]3[CH:28]=[CH:27][C:26]([S:29](=[O:32])(=[O:31])[NH2:30])=[CH:25][CH:24]=3)(=[O:20])=[O:19])=[CH:14][CH:13]=2)[CH:6]=[CH:7][CH:8]=1)#[N:2].[NH:34]1[CH2:39][CH2:38][CH:37]([C:40]([NH2:42])=[O:41])[CH2:36][CH2:35]1.